From a dataset of Peptide-MHC class I binding affinity with 185,985 pairs from IEDB/IMGT. Regression. Given a peptide amino acid sequence and an MHC pseudo amino acid sequence, predict their binding affinity value. This is MHC class I binding data. (1) The peptide sequence is WQDYTSGPGI. The binding affinity (normalized) is 0.312. The MHC is Mamu-B52 with pseudo-sequence Mamu-B52. (2) The peptide sequence is IYSTGNNVF. The MHC is HLA-A30:02 with pseudo-sequence HLA-A30:02. The binding affinity (normalized) is 0.188. (3) The MHC is Mamu-A07 with pseudo-sequence Mamu-A07. The peptide sequence is RGPYRAFVTI. The binding affinity (normalized) is 0. (4) The peptide sequence is KPKVASEAF. The MHC is HLA-A80:01 with pseudo-sequence HLA-A80:01. The binding affinity (normalized) is 0.0847. (5) The peptide sequence is EVKSLFNTV. The MHC is HLA-A26:01 with pseudo-sequence HLA-A26:01. The binding affinity (normalized) is 0.0847. (6) The peptide sequence is YHHFKTIEL. The MHC is BoLA-D18.4 with pseudo-sequence BoLA-D18.4. The binding affinity (normalized) is 0.366. (7) The peptide sequence is FQIDKKDKL. The MHC is H-2-Db with pseudo-sequence H-2-Db. The binding affinity (normalized) is 0.135. (8) The peptide sequence is ELADTSLSGY. The MHC is HLA-A30:02 with pseudo-sequence HLA-A30:02. The binding affinity (normalized) is 0.599. (9) The peptide sequence is IEVALRTLLL. The MHC is HLA-B40:02 with pseudo-sequence HLA-B40:02. The binding affinity (normalized) is 0.706. (10) The peptide sequence is RIASILSLET. The binding affinity (normalized) is 0.437. The MHC is HLA-A68:02 with pseudo-sequence HLA-A68:02.